The task is: Regression/Classification. Given a drug SMILES string, predict its absorption, distribution, metabolism, or excretion properties. Task type varies by dataset: regression for continuous measurements (e.g., permeability, clearance, half-life) or binary classification for categorical outcomes (e.g., BBB penetration, CYP inhibition). Dataset: cyp1a2_veith.. This data is from CYP1A2 inhibition data for predicting drug metabolism from PubChem BioAssay. (1) The drug is CCOC(=O)C1(S(=O)(=O)c2ccccc2)CCN(Cc2ccccc2)CC1. The result is 0 (non-inhibitor). (2) The molecule is CC(C)NC(=O)CC(=O)N/N=C/c1ccc(Br)cc1. The result is 1 (inhibitor). (3) The molecule is C[C@@]12CC3CC(N)(C1)C[C@@](C)(C3)C2. The result is 0 (non-inhibitor).